Dataset: Forward reaction prediction with 1.9M reactions from USPTO patents (1976-2016). Task: Predict the product of the given reaction. Given the reactants [Br:1][C:2]1[CH:3]=[CH:4][C:5]([S:8][CH3:9])=[N:6][CH:7]=1.C(OCC)(=[O:12])C, predict the reaction product. The product is: [Br:1][C:2]1[CH:3]=[CH:4][C:5]([S:8]([CH3:9])=[O:12])=[N:6][CH:7]=1.